From a dataset of Reaction yield outcomes from USPTO patents with 853,638 reactions. Predict the reaction yield, written as a fraction of the theoretical maximum amount of product (1.0 means a 100% yield; for example, 0.34 means a 34% yield). The reactants are Cl[CH2:2][C:3]1[S:7][C:6]([CH3:8])=[N:5][CH:4]=1.[C:9]1([CH:15]2[CH2:20][CH2:19][NH:18][CH2:17][CH2:16]2)[CH:14]=[CH:13][CH:12]=[CH:11][CH:10]=1.CCN(C(C)C)C(C)C. The product is [CH3:8][C:6]1[S:7][C:3]([CH2:2][N:18]2[CH2:19][CH2:20][CH:15]([C:9]3[CH:14]=[CH:13][CH:12]=[CH:11][CH:10]=3)[CH2:16][CH2:17]2)=[CH:4][N:5]=1. The catalyst is C(Cl)Cl. The yield is 0.160.